This data is from Full USPTO retrosynthesis dataset with 1.9M reactions from patents (1976-2016). The task is: Predict the reactants needed to synthesize the given product. (1) Given the product [NH2:1][C:2]1[N:7]=[C:6]([C:10]2[CH:15]=[CH:14][CH:13]=[CH:12][CH:11]=2)[CH:5]=[C:4]([C:10]2[CH:15]=[CH:14][CH:13]=[CH:12][CH:11]=2)[N:3]=1, predict the reactants needed to synthesize it. The reactants are: [NH2:1][C:2]1[N:7]=[C:6](Cl)[CH:5]=[C:4](Cl)[N:3]=1.[C:10]1(B(O)O)[CH:15]=[CH:14][CH:13]=[CH:12][CH:11]=1.C(=O)([O-])[O-].[Na+].[Na+]. (2) Given the product [Cl:1][C:2]1[CH:14]=[CH:13][C:5]([CH2:6][C:7]2[O:11][C:10]([NH:12][C:22](=[O:24])[CH:21]([CH:15]3[CH2:17][CH2:18][CH2:19][CH2:20]3)[C:25]3[CH:26]=[CH:27][CH:28]=[CH:29][CH:30]=3)=[N:9][CH:8]=2)=[CH:4][CH:3]=1, predict the reactants needed to synthesize it. The reactants are: [Cl:1][C:2]1[CH:14]=[CH:13][C:5]([CH2:6][C:7]2[O:11][C:10]([NH2:12])=[N:9][CH:8]=2)=[CH:4][CH:3]=1.[CH:15]1([CH:21]([C:25]2[CH:30]=[CH:29][CH:28]=[CH:27][CH:26]=2)[C:22]([OH:24])=O)[CH2:20][CH2:19][CH2:18][CH2:17]C1.C(N(CC)CC)C.F[P-](F)(F)(F)(F)F.N1(OC(N(C)C)=[N+](C)C)C2N=CC=CC=2N=N1.